Dataset: Reaction yield outcomes from USPTO patents with 853,638 reactions. Task: Predict the reaction yield, written as a fraction of the theoretical maximum amount of product (1.0 means a 100% yield; for example, 0.34 means a 34% yield). (1) The reactants are C(N(CC)CC)C.Cl.[O:9]=[C:10]1[CH:15]([N:16]2[C:24](=[O:25])[C:23]3[C:18](=[CH:19][CH:20]=[CH:21][C:22]=3[CH2:26][NH:27][CH3:28])[C:17]2=[O:29])CCC(=O)[NH:11]1.[C:31](Cl)(=[O:34])[CH2:32][CH3:33].[CH2:36]1C[O:39][CH2:38][CH2:37]1. No catalyst specified. The product is [O:9]=[C:10]1[CH:15]([N:16]2[C:24](=[O:25])[C:23]3[C:18](=[CH:19][CH:20]=[CH:21][C:22]=3[CH2:26][N:27]([CH3:28])[C:38](=[O:39])[CH2:37][CH3:36])[C:17]2=[O:29])[CH2:33][CH2:32][C:31](=[O:34])[NH:11]1. The yield is 0.360. (2) The reactants are [F:1][C:2]1[CH:3]=[C:4]([C:9]2[CH:14]=[CH:13][C:12]([C:15]#[N:16])=[CH:11][CH:10]=2)[CH:5]=[CH:6][C:7]=1[OH:8].[I:17]N1C(=O)CCC1=O.[O-]S([O-])=O.[Na+].[Na+].C([O-])([O-])=O.[Na+].[Na+].P([O-])(O)(O)=O.[K+]. The catalyst is CN(C=O)C. The product is [F:1][C:2]1[CH:3]=[C:4]([C:9]2[CH:14]=[CH:13][C:12]([C:15]#[N:16])=[CH:11][CH:10]=2)[CH:5]=[C:6]([I:17])[C:7]=1[OH:8]. The yield is 1.00. (3) The reactants are [CH3:1]C([O-])(C)C.[K+].[Cl:7][C:8]1[CH:22]=[C:21]([F:23])[C:11]([O:12][C:13]2[CH:20]=[CH:19][C:16]([CH:17]=O)=[CH:15][CH:14]=2)=[C:10]([F:24])[CH:9]=1. The catalyst is [Br-].C[P+](C1C=CC=CC=1)(C1C=CC=CC=1)C1C=CC=CC=1.C1COCC1. The product is [Cl:7][C:8]1[CH:22]=[C:21]([F:23])[C:11]([O:12][C:13]2[CH:20]=[CH:19][C:16]([CH:17]=[CH2:1])=[CH:15][CH:14]=2)=[C:10]([F:24])[CH:9]=1. The yield is 0.485. (4) The product is [Cl:58][C:59]1[N:63]([CH3:64])[N:62]=[CH:61][C:60]=1[NH:65][C:55]([C:43]1[N:44]=[C:45]([C:47]2[C:48]([F:54])=[CH:49][CH:50]=[CH:51][C:52]=2[F:53])[S:46][C:42]=1[NH:41][C:39](=[O:40])[O:38][C:34]([CH3:36])([CH3:37])[CH3:35])=[O:56]. The yield is 0.650. The reactants are C1CN([P+](ON2N=NC3C=CC=CC2=3)(N2CCCC2)N2CCCC2)CC1.F[P-](F)(F)(F)(F)F.[C:34]([O:38][C:39]([NH:41][C:42]1[S:46][C:45]([C:47]2[C:52]([F:53])=[CH:51][CH:50]=[CH:49][C:48]=2[F:54])=[N:44][C:43]=1[C:55](O)=[O:56])=[O:40])([CH3:37])([CH3:36])[CH3:35].[Cl:58][C:59]1[N:63]([CH3:64])[N:62]=[CH:61][C:60]=1[NH2:65].CCN(C(C)C)C(C)C. The catalyst is C(Cl)Cl. (5) The reactants are [N:1]1[CH:6]=[C:5]([C:7]([OH:9])=O)[CH:4]=[N:3][CH:2]=1.CN(C(ON1N=NC2C=CC=NC1=2)=[N+](C)C)C.F[P-](F)(F)(F)(F)F.CN1CCOCC1.[N:41]1([S:47]([CH2:50][CH2:51][CH2:52][O:53][C:54]2[CH:55]=[CH:56][C:57]3[C:58]4[N:59]([CH2:65][CH2:66][N:67]=4)[C:60]([NH2:64])=[N:61][C:62]=3[CH:63]=2)(=[O:49])=[O:48])[CH2:46][CH2:45][O:44][CH2:43][CH2:42]1. The catalyst is CN(C=O)C.CCOC(C)=O. The product is [N:41]1([S:47]([CH2:50][CH2:51][CH2:52][O:53][C:54]2[CH:55]=[CH:56][C:57]3[C:58]4[N:59]([CH2:65][CH2:66][N:67]=4)[C:60]([NH:64][C:7]([C:5]4[CH:4]=[N:3][CH:2]=[N:1][CH:6]=4)=[O:9])=[N:61][C:62]=3[CH:63]=2)(=[O:48])=[O:49])[CH2:46][CH2:45][O:44][CH2:43][CH2:42]1. The yield is 0.610.